This data is from Full USPTO retrosynthesis dataset with 1.9M reactions from patents (1976-2016). The task is: Predict the reactants needed to synthesize the given product. (1) Given the product [OH:31][CH2:28][C@@:27]([C@@H:17]1[CH2:18][C:13]([C:10]2[CH:11]=[CH:12][C:7]([NH:6][C:4](=[O:5])[C:3]3[CH:23]=[CH:24][N:25]=[CH:26][C:2]=3[CH3:1])=[CH:8][CH:9]=2)=[C:14]([CH3:22])[CH2:15][CH2:16]1)([OH:30])[CH3:29], predict the reactants needed to synthesize it. The reactants are: [CH3:1][C:2]1[CH:26]=[N:25][CH:24]=[CH:23][C:3]=1[C:4]([NH:6][C:7]1[CH:12]=[CH:11][C:10]([C:13]2[CH2:18][C@@H:17](C(C)=C)[CH2:16][CH2:15][C:14]=2[CH3:22])=[CH:9][CH:8]=1)=[O:5].[CH:27]([OH:30])([CH3:29])[CH3:28].[OH2:31]. (2) Given the product [CH2:11]([O:10][C:8]([C:6]1[NH:7][C:3]([C:1]([OH:24])=[O:2])=[C:4]([S:14]([C:17]2[CH:22]=[CH:21][CH:20]=[CH:19][CH:18]=2)(=[O:16])=[O:15])[C:5]=1[CH3:13])=[O:9])[CH3:12], predict the reactants needed to synthesize it. The reactants are: [CH:1]([C:3]1[NH:7][C:6]([C:8]([O:10][CH2:11][CH3:12])=[O:9])=[C:5]([CH3:13])[C:4]=1[S:14]([C:17]1[CH:22]=[CH:21][CH:20]=[CH:19][CH:18]=1)(=[O:16])=[O:15])=[O:2].Cl([O-])=[O:24].[Na+].P([O-])(O)(O)=O.[Na+]. (3) Given the product [CH2:15]([O:14][C:13]1[C:8]([C:6]([OH:7])=[O:5])=[N:9][C:10]([CH2:23][C:24]2[CH:29]=[CH:28][CH:27]=[CH:26][C:25]=2[C:30]2[CH:35]=[CH:34][CH:33]=[CH:32][C:31]=2[Cl:36])=[N:11][C:12]=1[OH:22])[C:16]1[CH:21]=[CH:20][CH:19]=[CH:18][CH:17]=1, predict the reactants needed to synthesize it. The reactants are: C([O:5][C:6]([C:8]1[C:13]([O:14][CH2:15][C:16]2[CH:21]=[CH:20][CH:19]=[CH:18][CH:17]=2)=[C:12]([OH:22])[N:11]=[C:10]([CH2:23][C:24]2[CH:29]=[CH:28][CH:27]=[CH:26][C:25]=2[C:30]2[CH:35]=[CH:34][CH:33]=[CH:32][C:31]=2[Cl:36])[N:9]=1)=[O:7])(C)(C)C.C(OC1C(C(O)=O)=NC(CC2C=CC=CC=2C2C=CC=CC=2)=NC=1O)C1C=CC=CC=1. (4) Given the product [CH2:2]=[CH:3][CH2:4][CH:5]([C:8]1[CH2:7][CH:11]=[CH:10][CH:9]=1)[CH3:6], predict the reactants needed to synthesize it. The reactants are: Br[CH2:2][CH2:3][CH2:4][CH:5]=[CH2:6].[CH:7]1([Mg]Cl)[CH:11]=[CH:10][CH:9]=[CH:8]1.